Task: Predict the reactants needed to synthesize the given product.. Dataset: Full USPTO retrosynthesis dataset with 1.9M reactions from patents (1976-2016) (1) Given the product [CH:1]([O:4][C:5]([C:7]1[CH:8]=[C:9]2[C:13](=[CH:14][CH:15]=1)[N:12]([CH2:16][C:17]1[CH:21]=[C:20]([C:22]3[S:23][C:24]([Cl:27])=[CH:25][CH:26]=3)[O:19][N:18]=1)[C:11]([C:28]([OH:30])=[O:29])=[CH:10]2)=[O:6])([CH3:3])[CH3:2], predict the reactants needed to synthesize it. The reactants are: [CH:1]([O:4][C:5]([C:7]1[CH:8]=[C:9]2[C:13](=[CH:14][CH:15]=1)[N:12]([CH2:16][C:17]1[CH:21]=[C:20]([C:22]3[S:23][C:24]([Cl:27])=[CH:25][CH:26]=3)[O:19][N:18]=1)[C:11]([C:28]([O:30]CC)=[O:29])=[CH:10]2)=[O:6])([CH3:3])[CH3:2].[Li+].[OH-]. (2) Given the product [ClH:20].[S:1]1[C:5]2[CH:6]=[CH:7][C:8]([CH2:10][CH2:11][O:12][CH2:13][CH2:14][N:15]3[CH2:18][CH:17]([OH:19])[CH2:16]3)=[CH:9][C:4]=2[CH:3]=[CH:2]1, predict the reactants needed to synthesize it. The reactants are: [S:1]1[C:5]2[CH:6]=[CH:7][C:8]([CH2:10][CH2:11][O:12][CH2:13][CH2:14][N:15]3[CH2:18][CH:17]([OH:19])[CH2:16]3)=[CH:9][C:4]=2[CH:3]=[CH:2]1.[ClH:20]. (3) Given the product [CH3:9][O:10][C:11]([CH:12]1[CH2:13][C:14](=[O:15])[N:1]([C:2]2[CH:7]=[CH:6][C:5]([OH:8])=[CH:4][CH:3]=2)[CH2:18]1)=[O:19], predict the reactants needed to synthesize it. The reactants are: [NH2:1][C:2]1[CH:7]=[CH:6][C:5]([OH:8])=[CH:4][CH:3]=1.[CH3:9][O:10][C:11](=[O:19])[C:12](=[CH2:18])[CH2:13][C:14](OC)=[O:15]. (4) Given the product [CH2:24]([O:23][C:21](=[O:22])[CH2:20][N:9]1[C:10]2[C:11](=[O:12])[N:2]([CH3:1])[C:3](=[O:4])[NH:5][C:6]=2[N:7]=[CH:8]1)[CH3:25], predict the reactants needed to synthesize it. The reactants are: [CH3:1][N:2]1[C:11](=[O:12])[C:10]2[NH:9][CH:8]=[N:7][C:6]=2[NH:5][C:3]1=[O:4].C(=O)([O-])[O-].[K+].[K+].Cl[CH2:20][C:21]([O:23][CH2:24][CH3:25])=[O:22]. (5) Given the product [Br:1][C:2]1[CH:3]=[CH:4][C:5]([Cl:10])=[C:6]([CH:9]=1)[CH2:7][Cl:13], predict the reactants needed to synthesize it. The reactants are: [Br:1][C:2]1[CH:3]=[CH:4][C:5]([Cl:10])=[C:6]([CH:9]=1)[CH2:7]O.S(Cl)([Cl:13])=O. (6) The reactants are: COC1C=CC(C[NH:8][C:9]2[N:14]=[C:13]([CH2:15][CH2:16][CH3:17])[N:12]([C:18]3[CH:23]=[CH:22][C:21]([O:24][CH2:25][C:26]([F:29])([F:28])[F:27])=[CH:20][CH:19]=3)[C:11](=[O:30])[CH:10]=2)=CC=1. Given the product [NH2:8][C:9]1[N:14]=[C:13]([CH2:15][CH2:16][CH3:17])[N:12]([C:18]2[CH:19]=[CH:20][C:21]([O:24][CH2:25][C:26]([F:29])([F:27])[F:28])=[CH:22][CH:23]=2)[C:11](=[O:30])[CH:10]=1, predict the reactants needed to synthesize it. (7) Given the product [CH2:1]([O:3][C:4]([C:6]1[N:11]=[C:10]([Br:24])[C:9]2[N:12]=[C:13]([C:15]3[CH:20]=[CH:19][CH:18]=[C:17]([O:21][CH3:22])[CH:16]=3)[S:14][C:8]=2[C:7]=1[OH:23])=[O:5])[CH3:2], predict the reactants needed to synthesize it. The reactants are: [CH2:1]([O:3][C:4]([C:6]1[N:11]=[CH:10][C:9]2[N:12]=[C:13]([C:15]3[CH:20]=[CH:19][CH:18]=[C:17]([O:21][CH3:22])[CH:16]=3)[S:14][C:8]=2[C:7]=1[OH:23])=[O:5])[CH3:2].[Br:24]N1C(=O)CCC1=O.C(OOC(=O)C1C=CC=CC=1)(=O)C1C=CC=CC=1. (8) Given the product [Cl:12][C:6]1[CH:7]=[C:8]([Cl:11])[CH:9]=[CH:10][C:5]=1[C:3]1[N:30]=[C:28]([NH:27][C:17]2[CH:18]=[CH:19][C:20]([N:21]3[CH:25]=[C:24]([CH3:26])[N:23]=[CH:22]3)=[C:15]([O:14][CH3:13])[CH:16]=2)[S:29][CH:2]=1, predict the reactants needed to synthesize it. The reactants are: Br[CH2:2][C:3]([C:5]1[CH:10]=[CH:9][C:8]([Cl:11])=[CH:7][C:6]=1[Cl:12])=O.[CH3:13][O:14][C:15]1[CH:16]=[C:17]([NH:27][C:28]([NH2:30])=[S:29])[CH:18]=[CH:19][C:20]=1[N:21]1[CH:25]=[C:24]([CH3:26])[N:23]=[CH:22]1. (9) Given the product [Cl:26][C:27]([Cl:32])([Cl:31])[C:28]([O:30][C:4]1([N:7]=[O:8])[CH2:5][CH2:6][O:1][CH2:2][CH2:3]1)=[O:29], predict the reactants needed to synthesize it. The reactants are: [O:1]1[CH2:6][CH2:5][C:4](=[N:7][OH:8])[CH2:3][CH2:2]1.C([O-])(=O)C.C([O-])(=O)C.C([O-])(=O)C.C([O-])(=O)C.[Pb+4].[Cl:26][C:27]([Cl:32])([Cl:31])[C:28]([OH:30])=[O:29]. (10) Given the product [CH3:24][C:23]1[S:22][C:21]([C:25]2[CH:30]=[CH:29][CH:28]=[CH:27][N:26]=2)=[N:20][C:19]=1[C:15]1[CH:14]=[C:13]2[C:18](=[CH:17][CH:16]=1)[NH:10][C:11]([C:31]1[CH:36]=[CH:35][CH:34]=[CH:33][C:32]=1[CH3:37])=[CH:12]2, predict the reactants needed to synthesize it. The reactants are: C1(S([N:10]2[C:18]3[C:13](=[CH:14][C:15]([C:19]4[N:20]=[C:21]([C:25]5[CH:30]=[CH:29][CH:28]=[CH:27][N:26]=5)[S:22][C:23]=4[CH3:24])=[CH:16][CH:17]=3)[CH:12]=[C:11]2[C:31]2[CH:36]=[CH:35][CH:34]=[CH:33][C:32]=2[CH3:37])(=O)=O)C=CC=CC=1.C([O-])([O-])=O.[Cs+].[Cs+].